From a dataset of Catalyst prediction with 721,799 reactions and 888 catalyst types from USPTO. Predict which catalyst facilitates the given reaction. (1) Reactant: Cl.[Cl:2][C:3]1[CH:4]=[CH:5][C:6]2[CH2:12][CH2:11][NH:10][CH2:9][C@H:8]([CH3:13])[C:7]=2[CH:14]=1.N1C=CC=CC=1.[F:21][C:22]([F:33])([F:32])[C:23](O[C:23](=[O:24])[C:22]([F:33])([F:32])[F:21])=[O:24]. Product: [F:21][C:22]([F:33])([F:32])[C:23]([N:10]1[CH2:9][C@H:8]([CH3:13])[C:7]2[CH:14]=[C:3]([Cl:2])[CH:4]=[CH:5][C:6]=2[CH2:12][CH2:11]1)=[O:24]. The catalyst class is: 646. (2) Reactant: [C:1]([O:5][C:6]([N:8]1[CH2:12][CH2:11][CH:10]2[NH:13][CH2:14][CH:15]([C:16]3[C:24]4[C:19](=[CH:20][C:21]([F:25])=[CH:22][CH:23]=4)[NH:18][CH:17]=3)[CH:9]12)=[O:7])([CH3:4])([CH3:3])[CH3:2].CCN(C(C)C)C(C)C.Cl[C:36]1[N:41]=[CH:40][CH:39]=[CH:38][N:37]=1. Product: [C:1]([O:5][C:6]([N:8]1[CH2:12][CH2:11][CH:10]2[N:13]([C:36]3[N:41]=[CH:40][CH:39]=[CH:38][N:37]=3)[CH2:14][CH:15]([C:16]3[C:24]4[C:19](=[CH:20][C:21]([F:25])=[CH:22][CH:23]=4)[NH:18][CH:17]=3)[CH:9]12)=[O:7])([CH3:4])([CH3:2])[CH3:3]. The catalyst class is: 18. (3) Reactant: [CH2:1]([NH2:19])[CH2:2][CH2:3][CH2:4][CH2:5][CH2:6][CH2:7][CH2:8]/[CH:9]=[CH:10]\[CH2:11][CH2:12][CH2:13][CH2:14][CH2:15][CH2:16][CH2:17][CH3:18].[H][H]. Product: [CH2:1]([NH2:19])[CH2:2][CH2:3][CH2:4][CH2:5][CH2:6][CH2:7][CH2:8][CH2:9][CH2:10][CH2:11][CH2:12][CH2:13][CH2:14][CH2:15][CH2:16][CH2:17][CH3:18]. The catalyst class is: 29. (4) Reactant: [Cl:1][C:2]1[C:7]2[N:8]=[CH:9][N:10]([C@@H:11]3[O:33][C@H:32]([CH2:34][O:35]C(=O)C4C=CC=CC=4)[C@@H:22]([O:23]C(=O)C4C=CC=CC=4)[C@H:12]3[O:13]C(=O)C3C=CC=CC=3)[C:6]=2[C:5]([F:44])=[CH:4][N:3]=1.C[O-].[Na+].C(O)(=O)C. Product: [Cl:1][C:2]1[C:7]2[N:8]=[CH:9][N:10]([C@@H:11]3[O:33][C@H:32]([CH2:34][OH:35])[C@@H:22]([OH:23])[C@H:12]3[OH:13])[C:6]=2[C:5]([F:44])=[CH:4][N:3]=1. The catalyst class is: 5.